From a dataset of Reaction yield outcomes from USPTO patents with 853,638 reactions. Predict the reaction yield, written as a fraction of the theoretical maximum amount of product (1.0 means a 100% yield; for example, 0.34 means a 34% yield). The reactants are [CH3:1][O:2]COC1C=C(C=CC=1)C=C.[OH:13]C1C=C(C=CC=1)C=C.CC[C@H]1[C@H]2C[C@H]([C@H:57]([O:56]C3C4C(=CC=CC=4)C([O:56][C@H:57]([C:68]4C=CN=[C:74]5[C:69]=4[CH:70]=[C:71]([O:78][CH3:79])[CH:72]=[CH:73]5)[C@@H]4N5C[C@H](CC)[C@@H](CC5)C4)=NN=3)[C:68]3C=CN=[C:74]4[C:69]=3[CH:70]=[C:71]([O:78][CH3:79])[CH:72]=[CH:73]4)N(CC2)C1.[O-]S([O-])=O.[Na+].[Na+]. The catalyst is O.CC(O)(C)C. The product is [CH3:1][O:2][CH2:79][O:78][C:71]1[CH:70]=[C:69]([C@H:68]([OH:13])[CH2:57][OH:56])[CH:74]=[CH:73][CH:72]=1. The yield is 0.910.